Dataset: NCI-60 drug combinations with 297,098 pairs across 59 cell lines. Task: Regression. Given two drug SMILES strings and cell line genomic features, predict the synergy score measuring deviation from expected non-interaction effect. (1) Drug 1: CC1OCC2C(O1)C(C(C(O2)OC3C4COC(=O)C4C(C5=CC6=C(C=C35)OCO6)C7=CC(=C(C(=C7)OC)O)OC)O)O. Drug 2: CC1=C2C(C(=O)C3(C(CC4C(C3C(C(C2(C)C)(CC1OC(=O)C(C(C5=CC=CC=C5)NC(=O)OC(C)(C)C)O)O)OC(=O)C6=CC=CC=C6)(CO4)OC(=O)C)O)C)O. Cell line: NCIH23. Synergy scores: CSS=51.0, Synergy_ZIP=-8.08, Synergy_Bliss=-9.95, Synergy_Loewe=-8.47, Synergy_HSA=-6.19. (2) Drug 1: C1CCC(C(C1)N)N.C(=O)(C(=O)[O-])[O-].[Pt+4]. Drug 2: COCCOC1=C(C=C2C(=C1)C(=NC=N2)NC3=CC=CC(=C3)C#C)OCCOC.Cl. Cell line: SW-620. Synergy scores: CSS=42.3, Synergy_ZIP=0.698, Synergy_Bliss=-0.0849, Synergy_Loewe=-9.94, Synergy_HSA=-1.37. (3) Synergy scores: CSS=14.1, Synergy_ZIP=0.627, Synergy_Bliss=4.06, Synergy_Loewe=2.29, Synergy_HSA=2.66. Cell line: NCI-H460. Drug 2: COCCOC1=C(C=C2C(=C1)C(=NC=N2)NC3=CC=CC(=C3)C#C)OCCOC.Cl. Drug 1: C1CC(C1)(C(=O)O)C(=O)O.[NH2-].[NH2-].[Pt+2]. (4) Drug 1: CCC1(CC2CC(C3=C(CCN(C2)C1)C4=CC=CC=C4N3)(C5=C(C=C6C(=C5)C78CCN9C7C(C=CC9)(C(C(C8N6C)(C(=O)OC)O)OC(=O)C)CC)OC)C(=O)OC)O.OS(=O)(=O)O. Drug 2: CC1C(C(CC(O1)OC2CC(CC3=C2C(=C4C(=C3O)C(=O)C5=CC=CC=C5C4=O)O)(C(=O)C)O)N)O. Cell line: OVCAR-8. Synergy scores: CSS=39.3, Synergy_ZIP=-4.72, Synergy_Bliss=-3.19, Synergy_Loewe=0.269, Synergy_HSA=0.591. (5) Drug 1: CS(=O)(=O)OCCCCOS(=O)(=O)C. Drug 2: COC1=C2C(=CC3=C1OC=C3)C=CC(=O)O2. Cell line: HT29. Synergy scores: CSS=7.65, Synergy_ZIP=-2.78, Synergy_Bliss=-2.24, Synergy_Loewe=-2.83, Synergy_HSA=-3.79.